Dataset: Reaction yield outcomes from USPTO patents with 853,638 reactions. Task: Predict the reaction yield, written as a fraction of the theoretical maximum amount of product (1.0 means a 100% yield; for example, 0.34 means a 34% yield). (1) The reactants are [C:1]([O:5][C:6]([N:8]1[CH2:13][CH:12]=[C:11]([C:14]2[CH:19]=[CH:18][C:17]([N+:20]([O-])=O)=[C:16]([N:23]3[CH2:28][CH2:27][CH:26]([CH3:29])[CH2:25][CH2:24]3)[CH:15]=2)[CH2:10][CH2:9]1)=[O:7])([CH3:4])([CH3:3])[CH3:2].[Cl-].[NH4+].CCO. The catalyst is [Fe].O. The product is [C:1]([O:5][C:6]([N:8]1[CH2:9][CH:10]=[C:11]([C:14]2[CH:19]=[CH:18][C:17]([NH2:20])=[C:16]([N:23]3[CH2:28][CH2:27][CH:26]([CH3:29])[CH2:25][CH2:24]3)[CH:15]=2)[CH2:12][CH2:13]1)=[O:7])([CH3:4])([CH3:2])[CH3:3]. The yield is 0.500. (2) The reactants are [Cl:1][C:2]1[C:23]2[O:22][C:9]3[C:10](=[O:21])[N:11]([C@@H:13]([CH2:17][CH:18]([CH3:20])[CH3:19])[C:14](O)=[O:15])[CH2:12][C:8]=3[CH2:7][C:6]=2[CH:5]=[CH:4][CH:3]=1.[CH3:24][O:25][C:26](=[O:34])[C:27]1[CH:32]=[CH:31][C:30]([NH2:33])=[N:29][CH:28]=1.ON1C2C=CC=CC=2N=N1. The catalyst is C(Cl)Cl.O. The product is [CH3:24][O:25][C:26](=[O:34])[C:27]1[CH:32]=[CH:31][C:30]([NH:33][C:14](=[O:15])[C@@H:13]([N:11]2[CH2:12][C:8]3[CH2:7][C:6]4[CH:5]=[CH:4][CH:3]=[C:2]([Cl:1])[C:23]=4[O:22][C:9]=3[C:10]2=[O:21])[CH2:17][CH:18]([CH3:20])[CH3:19])=[N:29][CH:28]=1. The yield is 0.150. (3) The reactants are [C:1]([NH:4][C:5]1[CH:13]=[CH:12][C:8]([C:9]([OH:11])=O)=[CH:7][CH:6]=1)(=[O:3])[CH3:2].[CH3:14][C:15]1[N:16]=[C:17]([NH2:26])[S:18][C:19]=1[CH2:20][CH2:21][O:22][N+:23]([O-:25])=[O:24]. No catalyst specified. The product is [C:1]([NH:4][C:5]1[CH:6]=[CH:7][C:8]([C:9]([NH:26][C:17]2[S:18][C:19]([CH2:20][CH2:21][O:22][N+:23]([O-:25])=[O:24])=[C:15]([CH3:14])[N:16]=2)=[O:11])=[CH:12][CH:13]=1)(=[O:3])[CH3:2]. The yield is 0.440. (4) The reactants are [F:1][C:2]1[CH:7]=[CH:6][CH:5]=[CH:4][C:3]=1[C:8]1[N:9]([S:18]([C:21]2[CH:26]=[CH:25][CH:24]=[C:23]([F:27])[CH:22]=2)(=[O:20])=[O:19])[CH:10]=[C:11]2[C:16]=1[CH2:15][CH2:14][CH2:13][C:12]2=O.[CH3:28][NH:29][CH3:30].O1CCCC1.[BH4-].[Na+]. The catalyst is CO.C(O[Ti](OC(C)C)(OC(C)C)OC(C)C)(C)C. The product is [F:1][C:2]1[CH:7]=[CH:6][CH:5]=[CH:4][C:3]=1[C:8]1[N:9]([S:18]([C:21]2[CH:26]=[CH:25][CH:24]=[C:23]([F:27])[CH:22]=2)(=[O:20])=[O:19])[CH:10]=[C:11]2[C:16]=1[CH2:15][CH2:14][CH2:13][CH:12]2[N:29]([CH3:30])[CH3:28]. The yield is 0.325.